The task is: Predict the reaction yield, written as a fraction of the theoretical maximum amount of product (1.0 means a 100% yield; for example, 0.34 means a 34% yield).. This data is from Reaction yield outcomes from USPTO patents with 853,638 reactions. (1) The product is [C:1]([O:5][C:6](=[O:31])[NH:7][CH:8]([C:10]1[O:30][C:19](=[N:20][C:21]2[CH:26]=[C:25]([F:27])[CH:24]=[C:23]([F:28])[CH:22]=2)[C:13]2[C:14]([Cl:18])=[CH:15][CH:16]=[CH:17][C:12]=2[N:11]=1)[CH3:9])([CH3:4])([CH3:3])[CH3:2]. The reactants are [C:1]([O:5][C:6](=[O:31])[NH:7][CH:8]([C:10](=[O:30])[NH:11][C:12]1[CH:17]=[CH:16][CH:15]=[C:14]([Cl:18])[C:13]=1[C:19](=O)[NH:20][C:21]1[CH:26]=[C:25]([F:27])[CH:24]=[C:23]([F:28])[CH:22]=1)[CH3:9])([CH3:4])([CH3:3])[CH3:2].C(N(CC)C(C)C)(C)C.C1(P(C2C=CC=CC=2)C2C=CC=CC=2)C=CC=CC=1.II. The yield is 0.520. The catalyst is C(Cl)Cl. (2) The reactants are [NH:1]1[CH2:6][CH2:5][CH2:4][C:3]2([C:14]3[C:9](=[CH:10][CH:11]=[CH:12][CH:13]=3)[NH:8][C:7]2=[O:15])[CH2:2]1.[CH3:16][C:17](=O)[CH2:18][CH3:19].C. No catalyst specified. The product is [CH:17]([N:1]1[CH2:6][CH2:5][CH2:4][C:3]2([C:14]3[C:9](=[CH:10][CH:11]=[CH:12][CH:13]=3)[NH:8][C:7]2=[O:15])[CH2:2]1)([CH2:18][CH3:19])[CH3:16]. The yield is 0.460. (3) The reactants are [CH:1]([C:4]1[CH:9]=[CH:8][C:7]([CH:10]2[C:14]3[CH:15]=[C:16]([NH2:21])[C:17]([CH3:20])=[C:18]([CH3:19])[C:13]=3[O:12][CH2:11]2)=[CH:6][CH:5]=1)([CH3:3])[CH3:2].[Br:22]N1C(=O)CCC1=O. The catalyst is C(#N)C. The product is [Br:22][C:15]1[C:14]2[CH:10]([C:7]3[CH:8]=[CH:9][C:4]([CH:1]([CH3:3])[CH3:2])=[CH:5][CH:6]=3)[CH2:11][O:12][C:13]=2[C:18]([CH3:19])=[C:17]([CH3:20])[C:16]=1[NH2:21]. The yield is 0.340. (4) The reactants are [I:1][C:2]1[CH:3]=[N:4][NH:5][CH:6]=1.C1COCC1.C(N(CC)CC)C.Cl[Si:20]([CH3:23])([CH3:22])[CH3:21]. The catalyst is CCCCCCC. The product is [CH3:21][Si:20]([CH3:23])([CH3:22])[N:4]1[CH:3]=[C:2]([I:1])[CH:6]=[N:5]1. The yield is 0.960.